This data is from Full USPTO retrosynthesis dataset with 1.9M reactions from patents (1976-2016). The task is: Predict the reactants needed to synthesize the given product. (1) Given the product [Br:1][C:2]1[CH:3]=[C:4]([CH2:5][N:13]([CH3:14])[CH3:12])[CH:7]=[CH:8][C:9]=1[O:10][CH3:11], predict the reactants needed to synthesize it. The reactants are: [Br:1][C:2]1[CH:3]=[C:4]([CH:7]=[CH:8][C:9]=1[O:10][CH3:11])[CH:5]=O.[CH3:12][NH:13][CH3:14].C([BH3-])#N.[Na+]. (2) Given the product [CH3:32][O:33][C:34]1[CH:52]=[CH:51][C:37]([CH2:38][NH:39][C:40]2[CH:49]=[CH:48][C:24]3[C:20](=[CH:19][CH:18]=[C:17]([NH:16][C:14]4[N:15]=[C:11]5[CH:10]=[CH:9][CH:8]=[C:7]([C:1]6[CH:2]=[CH:3][CH:4]=[CH:5][CH:6]=6)[N:12]5[N:13]=4)[CH:25]=3)[N:41]=2)=[CH:36][CH:35]=1, predict the reactants needed to synthesize it. The reactants are: [C:1]1([C:7]2[N:12]3[N:13]=[C:14]([NH:16][C:17]4[CH:25]=[C:24]5[C:20](C=NN5C5CCCCO5)=[CH:19][CH:18]=4)[N:15]=[C:11]3[CH:10]=[CH:9][CH:8]=2)[CH:6]=[CH:5][CH:4]=[CH:3][CH:2]=1.[CH3:32][O:33][C:34]1[CH:52]=[CH:51][C:37]([CH2:38][NH:39][C:40]2[CH:49]=[CH:48]C3C(=CC=C(N)C=3)[N:41]=2)=[CH:36][CH:35]=1.CC(C)([O-])C.[K+]. (3) The reactants are: [NH:1]1[CH2:5][CH2:4][CH2:3][CH2:2]1.C[Al](C)C.[CH3:10]CCCCCC.C(OC(=O)[C:21]1[CH:26]=[CH:25][C:24]([I:27])=[CH:23][CH:22]=1)C.C[Mg]Br.C(O[CH2:35][CH3:36])C. Given the product [I:27][C:24]1[CH:25]=[CH:26][C:21]([C:35]([N:1]2[CH2:5][CH2:4][CH2:3][CH2:2]2)([CH3:36])[CH3:10])=[CH:22][CH:23]=1, predict the reactants needed to synthesize it. (4) Given the product [CH3:32][C:2]([CH3:1])([CH3:33])[CH2:3][N:4]([C:26]1[CH:31]=[CH:30][CH:29]=[CH:28][N:27]=1)[C:5](=[O:6])[C:7]1[CH:12]=[CH:11][C:10]([O:13][CH3:14])=[CH:9][C:8]=1[N:15]1[CH2:20][CH2:19][CH:18]([CH2:21][OH:22])[CH:17]([CH3:25])[CH2:16]1, predict the reactants needed to synthesize it. The reactants are: [CH3:1][C:2]([CH3:33])([CH3:32])[CH2:3][N:4]([C:26]1[CH:31]=[CH:30][CH:29]=[CH:28][N:27]=1)[C:5]([C:7]1[CH:12]=[CH:11][C:10]([O:13][CH3:14])=[CH:9][C:8]=1[N:15]1[CH2:20][CH2:19][CH:18]([C:21](OC)=[O:22])[CH:17]([CH3:25])[CH2:16]1)=[O:6].[BH4-].[Li+].Cl. (5) Given the product [CH2:1]([C:11]1[CH:20]=[C:19]2[C:14]([CH:15]=[CH:16][C:17]([O:21][CH3:22])=[CH:18]2)=[CH:13][CH:12]=1)[CH2:2][CH2:3][CH2:4][CH2:5][CH2:6][CH2:7][CH2:8][CH2:9][CH3:10], predict the reactants needed to synthesize it. The reactants are: [C:1]([C:11]1[CH:20]=[C:19]2[C:14]([CH:15]=[CH:16][C:17]([O:21][CH3:22])=[CH:18]2)=[CH:13][CH:12]=1)#[C:2][CH2:3][CH2:4][CH2:5][CH2:6][CH2:7][CH2:8][CH2:9][CH3:10].C1COCC1. (6) The reactants are: [F:1][C:2]1([F:13])[CH2:6][CH2:5][CH:4]([C:7](N(OC)C)=[O:8])[CH2:3]1.[CH3:14][Mg]Br.C(OCC)C. Given the product [F:1][C:2]1([F:13])[CH2:6][CH2:5][CH:4]([C:7](=[O:8])[CH3:14])[CH2:3]1, predict the reactants needed to synthesize it.